Dataset: Full USPTO retrosynthesis dataset with 1.9M reactions from patents (1976-2016). Task: Predict the reactants needed to synthesize the given product. (1) Given the product [Cl:1][C:2]1[N:10]=[C:9]2[C:5]([N:6]=[CH:7][N:8]2[CH:11]2[CH2:16][CH2:15][CH2:14][CH2:13][O:12]2)=[C:4]([NH:35][CH2:34][CH:33]([C:27]2[CH:32]=[CH:31][CH:30]=[CH:29][CH:28]=2)[C:36]2[CH:41]=[CH:40][CH:39]=[CH:38][CH:37]=2)[N:3]=1, predict the reactants needed to synthesize it. The reactants are: [Cl:1][C:2]1[N:10]=[C:9]2[C:5]([N:6]=[CH:7][N:8]2[CH:11]2[CH2:16][CH2:15][CH2:14][CH2:13][O:12]2)=[C:4](Cl)[N:3]=1.C(N(C(C)C)C(C)C)C.[C:27]1([CH:33]([C:36]2[CH:41]=[CH:40][CH:39]=[CH:38][CH:37]=2)[CH2:34][NH2:35])[CH:32]=[CH:31][CH:30]=[CH:29][CH:28]=1. (2) Given the product [Si:25]([O:24][CH:9]1[CH2:10][CH2:11][C:12]2[C:17]([O:18][CH3:19])=[C:16]([O:20][CH3:21])[C:15]([O:22][CH3:23])=[CH:14][C:13]=2[C:7]([C:54]2[CH:55]=[CH:56][C:57]([O:58][CH3:59])=[C:52]([CH:53]=2)[O:51][Si:44]([C:47]([CH3:48])([CH3:49])[CH3:50])([CH3:45])[CH3:46])=[CH:8]1)([C:38]([CH3:39])([CH3:41])[CH3:40])([C:32]1[CH:33]=[CH:34][CH:35]=[CH:36][CH:37]=1)[C:26]1[CH:27]=[CH:28][CH:29]=[CH:30][CH:31]=1, predict the reactants needed to synthesize it. The reactants are: FC(F)(F)S(O[C:7]1=[CH:8][CH:9]([O:24][Si:25]([C:38]([CH3:41])([CH3:40])[CH3:39])([C:32]2[CH:37]=[CH:36][CH:35]=[CH:34][CH:33]=2)[C:26]2[CH:31]=[CH:30][CH:29]=[CH:28][CH:27]=2)[CH2:10][CH2:11][C:12]2[C:17]([O:18][CH3:19])=[C:16]([O:20][CH3:21])[C:15]([O:22][CH3:23])=[CH:14][C:13]1=2)(=O)=O.[Si:44]([O:51][C:52]1[CH:53]=[C:54](B(O)O)[CH:55]=[CH:56][C:57]=1[O:58][CH3:59])([C:47]([CH3:50])([CH3:49])[CH3:48])([CH3:46])[CH3:45].C([O-])([O-])=O.[K+].[K+]. (3) Given the product [Cl:52][C:53]1[CH:59]=[CH:58][C:56]([NH:57][C:49]([C:48]2[C:43]([S:42][CH:40]([C:37]3[CH:36]=[CH:35][N:34]=[CH:39][CH:38]=3)[CH3:41])=[N:44][CH:45]=[CH:46][CH:47]=2)=[O:51])=[CH:55][CH:54]=1, predict the reactants needed to synthesize it. The reactants are: C(N(CC)C(C)C)(C)C.F[P-](F)(F)(F)(F)F.N1(OC(N(C)C)=[N+](C)C)C2N=CC=CC=2N=N1.[N:34]1[CH:39]=[CH:38][C:37]([CH:40]([S:42][C:43]2[C:48]([C:49]([OH:51])=O)=[CH:47][CH:46]=[CH:45][N:44]=2)[CH3:41])=[CH:36][CH:35]=1.[Cl:52][C:53]1[CH:59]=[CH:58][C:56]([NH2:57])=[CH:55][CH:54]=1. (4) The reactants are: Cl.[NH:2]1[CH2:5][CH:4]([N:6]2[CH2:15][CH2:14][N:13]3[CH:8]([CH2:9][O:10][CH2:11][C:12]3=[O:16])[CH2:7]2)[CH2:3]1.Cl.Cl.[Br:19][C:20]1[CH:21]=[C:22]([CH:53]=[C:54]([C:56]([F:59])([F:58])[F:57])[CH:55]=1)[C:23]([N:25]([CH2:27][C@H:28]([C:46]1[CH:51]=[CH:50][C:49]([F:52])=[CH:48][CH:47]=1)[CH2:29][CH2:30]N1CC(N2CCN3C(=O)CCCC3C2)C1)[CH3:26])=[O:24]. Given the product [Br:19][C:20]1[CH:21]=[C:22]([CH:53]=[C:54]([C:56]([F:59])([F:57])[F:58])[CH:55]=1)[C:23]([N:25]([CH2:27][C@H:28]([C:46]1[CH:47]=[CH:48][C:49]([F:52])=[CH:50][CH:51]=1)[CH2:29][CH2:30][N:2]1[CH2:5][CH:4]([N:6]2[CH2:15][CH2:14][N:13]3[CH:8]([CH2:9][O:10][CH2:11][C:12]3=[O:16])[CH2:7]2)[CH2:3]1)[CH3:26])=[O:24], predict the reactants needed to synthesize it. (5) Given the product [CH2:1]([C:3]1[C:4]([C:11]([O:13][CH2:14][C:15]2[CH:20]=[CH:19][CH:18]=[CH:17][CH:16]=2)=[O:12])=[C:5]([CH:9]=[O:10])[NH:6][C:7]=1[C:37]1[CH:36]=[CH:35][CH:34]=[C:33]([O:32][CH3:31])[CH:38]=1)[CH3:2], predict the reactants needed to synthesize it. The reactants are: [CH2:1]([C:3]1[C:4]([C:11]([O:13][CH2:14][C:15]2[CH:20]=[CH:19][CH:18]=[CH:17][CH:16]=2)=[O:12])=[C:5]([CH:9]=[O:10])[NH:6][C:7]=1I)[CH3:2].FC1C=CC(B(O)O)=CC=1.[CH3:31][O:32][C:33]1[CH:34]=[C:35](B(O)O)[CH:36]=[CH:37][CH:38]=1. (6) Given the product [CH3:25][C:22]1[N:21]=[CH:20][N:19]([C:15]2[CH:14]=[C:13]([NH:12][C:10]([NH2:9])=[S:11])[CH:18]=[CH:17][CH:16]=2)[C:23]=1[CH3:24], predict the reactants needed to synthesize it. The reactants are: C([NH:9][C:10]([NH:12][C:13]1[CH:18]=[CH:17][CH:16]=[C:15]([N:19]2[C:23]([CH3:24])=[C:22]([CH3:25])[N:21]=[CH:20]2)[CH:14]=1)=[S:11])(=O)C1C=CC=CC=1.[OH-].[Na+].Cl. (7) Given the product [N+:1]([C:4]1[CH:11]=[CH:10][CH:9]=[CH:8][C:5]=1[CH:6]1[C:23]([C:24]([O:26][CH2:27][CH3:28])=[O:25])=[C:18]([CH:19]([CH3:21])[CH3:20])[NH:12][C:13]2=[N:14][NH:15][CH:16]=[C:17]12)([O-:3])=[O:2], predict the reactants needed to synthesize it. The reactants are: [N+:1]([C:4]1[CH:11]=[CH:10][CH:9]=[CH:8][C:5]=1[CH:6]=O)([O-:3])=[O:2].[NH2:12][C:13]1[CH:17]=[CH:16][NH:15][N:14]=1.[C:18]([CH2:23][C:24]([O:26][CH2:27][CH3:28])=[O:25])(=O)[CH:19]([CH3:21])[CH3:20].